The task is: Predict the reactants needed to synthesize the given product.. This data is from Full USPTO retrosynthesis dataset with 1.9M reactions from patents (1976-2016). Given the product [Br:17][C:3]1[C:5]([N+:10]([O-:12])=[O:11])=[CH:6][C:7]([CH3:9])=[CH:8][C:2]=1[CH3:1], predict the reactants needed to synthesize it. The reactants are: [CH3:1][C:2]1[CH:8]=[C:7]([CH3:9])[CH:6]=[C:5]([N+:10]([O-:12])=[O:11])[C:3]=1N.N([O-])=O.[Na+].[BrH:17].